This data is from Full USPTO retrosynthesis dataset with 1.9M reactions from patents (1976-2016). The task is: Predict the reactants needed to synthesize the given product. (1) Given the product [CH:24]1([C:27]([NH:29][C:20]([C:9]2[C:8]([CH3:23])=[C:7]([C:5]3[S:6][C:2]([Br:1])=[CH:3][CH:4]=3)[N:11]([C:12]3[CH:17]=[CH:16][C:15]([Cl:18])=[CH:14][C:13]=3[Cl:19])[N:10]=2)=[O:21])=[O:28])[CH2:26][CH2:25]1, predict the reactants needed to synthesize it. The reactants are: [Br:1][C:2]1[S:6][C:5]([C:7]2[N:11]([C:12]3[CH:17]=[CH:16][C:15]([Cl:18])=[CH:14][C:13]=3[Cl:19])[N:10]=[C:9]([C:20](Cl)=[O:21])[C:8]=2[CH3:23])=[CH:4][CH:3]=1.[CH:24]1([C:27]([NH2:29])=[O:28])[CH2:26][CH2:25]1.C[Si]([N-][Si](C)(C)C)(C)C.[Li+]. (2) Given the product [CH3:9][O:10][C:11](=[O:38])[C:12]1[CH:17]=[C:16]([C:18](=[O:34])[C:19]2[CH:20]=[CH:21][C:22]([N:25]([C:27]3[CH:32]=[CH:31][C:30]([Cl:33])=[CH:29][CH:28]=3)[CH3:26])=[CH:23][CH:24]=2)[CH:15]=[CH:14][C:13]=1[N:35]1[CH:2]=[C:1]([C:3]2[CH:8]=[CH:7][CH:6]=[CH:5][CH:4]=2)[N:37]=[N:36]1, predict the reactants needed to synthesize it. The reactants are: [C:1]([C:3]1[CH:8]=[CH:7][CH:6]=[CH:5][CH:4]=1)#[CH:2].[CH3:9][O:10][C:11](=[O:38])[C:12]1[CH:17]=[C:16]([C:18](=[O:34])[C:19]2[CH:24]=[CH:23][C:22]([N:25]([C:27]3[CH:32]=[CH:31][C:30]([Cl:33])=[CH:29][CH:28]=3)[CH3:26])=[CH:21][CH:20]=2)[CH:15]=[CH:14][C:13]=1[N:35]=[N+:36]=[N-:37].CNCCNC. (3) Given the product [F:26][C:21]1[CH:20]=[N:19][CH:18]=[C:17]([C:8]2[CH:7]=[CH:6][C:5]3[C:10](=[CH:11][CH:12]=[C:3]([O:2][CH3:1])[CH:4]=3)[CH:9]=2)[C:22]=1[CH:23]([OH:25])[CH3:24], predict the reactants needed to synthesize it. The reactants are: [CH3:1][O:2][C:3]1[CH:4]=[C:5]2[C:10](=[CH:11][CH:12]=1)[CH:9]=[C:8](B(O)O)[CH:7]=[CH:6]2.Br[C:17]1[CH:18]=[N:19][CH:20]=[C:21]([F:26])[C:22]=1[CH:23]([OH:25])[CH3:24].C(=O)([O-])[O-].[Na+].[Na+].C(Cl)Cl.